From a dataset of Reaction yield outcomes from USPTO patents with 853,638 reactions. Predict the reaction yield, written as a fraction of the theoretical maximum amount of product (1.0 means a 100% yield; for example, 0.34 means a 34% yield). (1) The reactants are [CH3:1][C:2]1[C:6]([CH2:7][N:8]2[CH:12]=[C:11]([N:13]3[C:17](=[O:18])[CH2:16][NH:15][C:14]3=[O:19])[CH:10]=[N:9]2)=[C:5]([CH3:20])[O:4][N:3]=1.Br[CH2:22][C:23]1[CH:28]=[CH:27][C:26]([O:29][CH3:30])=[CH:25][CH:24]=1. No catalyst specified. The product is [CH3:1][C:2]1[C:6]([CH2:7][N:8]2[CH:12]=[C:11]([N:13]3[C:17](=[O:18])[CH2:16][N:15]([CH2:22][C:23]4[CH:28]=[CH:27][C:26]([O:29][CH3:30])=[CH:25][CH:24]=4)[C:14]3=[O:19])[CH:10]=[N:9]2)=[C:5]([CH3:20])[O:4][N:3]=1. The yield is 0.190. (2) No catalyst specified. The reactants are [CH:1]([C:3]1[N:7]2[CH:8]=[C:9]([C:16]3[CH:20]=[CH:19][O:18][CH:17]=3)[CH:10]=[C:11]([C:12]([F:15])([F:14])[F:13])[C:6]2=[N:5][C:4]=1[C:21]([OH:23])=O)=[O:2].[NH:24]1[CH2:28][CH:27]=[C:26]([C:29]2[S:30][CH:31]=[CH:32][N:33]=2)[CH2:25]1.CN(C(ON1N=NC2C=CC=CC1=2)=[N+](C)C)C.F[P-](F)(F)(F)(F)F. The yield is 0.100. The product is [O:18]1[CH:19]=[CH:20][C:16]([C:9]2[CH:10]=[C:11]([C:12]([F:14])([F:13])[F:15])[C:6]3[N:7]([C:3]([CH:1]=[O:2])=[C:4]([C:21]([N:24]4[CH2:28][CH:27]=[C:26]([C:29]5[S:30][CH:31]=[CH:32][N:33]=5)[CH2:25]4)=[O:23])[N:5]=3)[CH:8]=2)=[CH:17]1. (3) The reactants are Br[C:2]1[C:14]2[C:13]3[C:8](=[CH:9][C:10]([C:15]([OH:18])([CH3:17])[CH3:16])=[CH:11][CH:12]=3)[NH:7][C:6]=2[C:5]([C:19]([NH2:21])=[O:20])=[CH:4][C:3]=1[Cl:22].[F:23][C:24]1[CH:25]=[CH:26][CH:27]=[C:28]2[C:33]=1[NH:32][C:31](=[O:34])[N:30]([C:35]1[CH:40]=[CH:39][CH:38]=[C:37](B3OC(C)(C)C(C)(C)O3)[C:36]=1[CH3:50])[C:29]2=[O:51].C([O-])([O-])=O.[Cs+].[Cs+]. The catalyst is O1CCOCC1.O.CCOC(C)=O.C1C=CC(P(C2C=CC=CC=2)[C-]2C=CC=C2)=CC=1.C1C=CC(P(C2C=CC=CC=2)[C-]2C=CC=C2)=CC=1.Cl[Pd]Cl.[Fe+2].C(Cl)Cl. The product is [Cl:22][C:3]1[CH:4]=[C:5]([C:19]([NH2:21])=[O:20])[C:6]2[NH:7][C:8]3[C:13]([C:14]=2[C:2]=1[C:37]1[CH:38]=[CH:39][CH:40]=[C:35]([N:30]2[C:29](=[O:51])[C:28]4[C:33](=[C:24]([F:23])[CH:25]=[CH:26][CH:27]=4)[NH:32][C:31]2=[O:34])[C:36]=1[CH3:50])=[CH:12][CH:11]=[C:10]([C:15]([OH:18])([CH3:17])[CH3:16])[CH:9]=3. The yield is 0.670. (4) The reactants are [CH2:1]([C:5]1[N:6]([CH2:29][C:30]2[CH:35]=[CH:34][CH:33]=[CH:32][C:31]=2[Cl:36])[C:7]([CH2:10][C:11]([CH2:22][C:23]2[CH:28]=[CH:27][CH:26]=[CH:25][CH:24]=2)(C(OCC)=O)[C:12]([O:14]CC)=[O:13])=[CH:8][N:9]=1)[CH2:2][CH2:3][CH3:4].[OH-].[K+].O. The catalyst is C(O)C. The product is [CH2:1]([C:5]1[N:6]([CH2:29][C:30]2[CH:35]=[CH:34][CH:33]=[CH:32][C:31]=2[Cl:36])[C:7]([CH2:10][CH:11]([CH2:22][C:23]2[CH:28]=[CH:27][CH:26]=[CH:25][CH:24]=2)[C:12]([OH:14])=[O:13])=[CH:8][N:9]=1)[CH2:2][CH2:3][CH3:4]. The yield is 0.860. (5) The reactants are [C:1]1([C:7]2[N:12]=[N:11][C:10]([CH2:13][CH2:14][C:15]([NH:17][C:18]3[C:19]([C:23]([O:25]C)=[O:24])=[CH:20][S:21][CH:22]=3)=[O:16])=[CH:9][CH:8]=2)[CH:6]=[CH:5][CH:4]=[CH:3][CH:2]=1.[OH-].[Na+]. The catalyst is CO.C1COCC1. The product is [C:1]1([C:7]2[N:12]=[N:11][C:10]([CH2:13][CH2:14][C:15]([NH:17][C:18]3[C:19]([C:23]([OH:25])=[O:24])=[CH:20][S:21][CH:22]=3)=[O:16])=[CH:9][CH:8]=2)[CH:6]=[CH:5][CH:4]=[CH:3][CH:2]=1. The yield is 0.500. (6) The reactants are [F:1][C:2]1[CH:22]=[C:21]([S:23]([CH3:26])(=[O:25])=[O:24])[C:20]([F:27])=[CH:19][C:3]=1[CH2:4][N:5]1[CH2:9][CH2:8][N:7]([CH:10]2[CH2:15][CH2:14][N:13]([C:16]#[N:17])[CH2:12][CH2:11]2)[C:6]1=[O:18].[F:28][C:29]([F:35])([F:34])[C:30](N)=[N:31][OH:32].C([O-])(O)=O.[Na+]. The catalyst is CCOC(C)=O.[Cl-].[Zn+2].[Cl-]. The product is [F:1][C:2]1[CH:22]=[C:21]([S:23]([CH3:26])(=[O:25])=[O:24])[C:20]([F:27])=[CH:19][C:3]=1[CH2:4][N:5]1[CH2:9][CH2:8][N:7]([CH:10]2[CH2:15][CH2:14][N:13]([C:16]3[O:32][N:31]=[C:30]([C:29]([F:35])([F:34])[F:28])[N:17]=3)[CH2:12][CH2:11]2)[C:6]1=[O:18]. The yield is 0.102. (7) The reactants are [CH3:1][C:2]1([CH3:20])[C:6]([CH3:8])([CH3:7])[O:5][B:4]([C:9]2[C:18]3[C:13](=[CH:14][CH:15]=[CH:16][CH:17]=3)[CH:12]=[CH:11][C:10]=2[CH3:19])[O:3]1.[Br:21]N1C(=O)CCC1=O. The yield is 0.990. The product is [Br:21][CH2:19][C:10]1[CH:11]=[CH:12][C:13]2[C:18](=[CH:17][CH:16]=[CH:15][CH:14]=2)[C:9]=1[B:4]1[O:3][C:2]([CH3:20])([CH3:1])[C:6]([CH3:7])([CH3:8])[O:5]1. The catalyst is C(Cl)(Cl)(Cl)Cl.C(OOC(=O)C1C=CC=CC=1)(=O)C1C=CC=CC=1. (8) The reactants are [CH3:1][O:2][C:3]([C:5]1[S:6][CH:7]=[CH:8][C:9]=1[NH:10][C:11]1[C:12]2[CH:19]=[CH:18][NH:17][C:13]=2[N:14]=[CH:15][N:16]=1)=[O:4].N[C:21]1C=C(C)SC=1C(OC)=O. No catalyst specified. The product is [CH3:1][O:2][C:3]([C:5]1[S:6][C:7]([CH3:21])=[CH:8][C:9]=1[NH:10][C:11]1[C:12]2[CH:19]=[CH:18][NH:17][C:13]=2[N:14]=[CH:15][N:16]=1)=[O:4]. The yield is 0.450. (9) The reactants are [Br:1][C:2](C)(C)[C:3](=O)[CH2:4][C:5]([NH:7][C:8]1[CH:13]=[CH:12][C:11]([F:14])=[C:10]([F:15])[CH:9]=1)=[O:6].S(=O)(=O)(O)O. No catalyst specified. The product is [Br:1][CH2:2][C:3]1[C:13]2[C:8](=[CH:9][C:10]([F:15])=[C:11]([F:14])[CH:12]=2)[NH:7][C:5](=[O:6])[CH:4]=1. The yield is 0.662.